Dataset: Catalyst prediction with 721,799 reactions and 888 catalyst types from USPTO. Task: Predict which catalyst facilitates the given reaction. Reactant: [CH3:1][NH:2][C:3]1[CH:4]=[C:5]2[C:10](=[CH:11][CH:12]=1)[CH:9]=[C:8]([C:13]#N)[CH:7]=[CH:6]2.[H-].C([Al+]CC(C)C)C(C)C.[Cl-].[NH4+].S(=O)(=O)(O)[OH:28]. Product: [CH:13]([C:8]1[CH:9]=[C:10]2[C:5](=[CH:6][CH:7]=1)[CH:4]=[C:3]([NH:2][CH3:1])[CH:12]=[CH:11]2)=[O:28]. The catalyst class is: 11.